This data is from Forward reaction prediction with 1.9M reactions from USPTO patents (1976-2016). The task is: Predict the product of the given reaction. (1) Given the reactants COC1C=CC(C[N:8]2[CH2:17][C:16]3[C:11](=[CH:12][CH:13]=[C:14]([Cl:18])[CH:15]=3)[N:10]([CH2:19][C:20]3[CH:25]=[CH:24][CH:23]=[CH:22][CH:21]=3)[CH2:9]2)=CC=1.C(O)(C(F)(F)F)=[O:29], predict the reaction product. The product is: [CH2:19]([N:10]1[C:11]2[C:16](=[CH:15][C:14]([Cl:18])=[CH:13][CH:12]=2)[CH2:17][NH:8][C:9]1=[O:29])[C:20]1[CH:25]=[CH:24][CH:23]=[CH:22][CH:21]=1. (2) Given the reactants [CH3:1][S:2]([CH:5]1[CH2:10][CH2:9][N:8](C(OC(C)(C)C)=O)[CH2:7][CH2:6]1)(=[O:4])=[O:3].Cl.O1CCOCC1, predict the reaction product. The product is: [CH3:1][S:2]([CH:5]1[CH2:10][CH2:9][NH:8][CH2:7][CH2:6]1)(=[O:4])=[O:3]. (3) The product is: [CH3:22][N:8]1[C:6]2=[N:7][C:2]([N:34]3[CH:35]=[CH:36][C:31]([C:28]4[N:29]=[N:30][C:25]([C:24]([F:38])([F:23])[F:39])=[CH:26][CH:27]=4)=[CH:32][C:33]3=[O:37])=[CH:3][CH:4]=[C:5]2[C:10]2[CH2:11][N:12]([C:15]([O:17][C:18]([CH3:21])([CH3:20])[CH3:19])=[O:16])[CH2:13][CH2:14][C:9]1=2. Given the reactants Br[C:2]1[N:7]=[C:6]2[N:8]([CH3:22])[C:9]3[CH2:14][CH2:13][N:12]([C:15]([O:17][C:18]([CH3:21])([CH3:20])[CH3:19])=[O:16])[CH2:11][C:10]=3[C:5]2=[CH:4][CH:3]=1.[F:23][C:24]([F:39])([F:38])[C:25]1[N:30]=[N:29][C:28]([C:31]2[CH:36]=[CH:35][NH:34][C:33](=[O:37])[CH:32]=2)=[CH:27][CH:26]=1.C([O-])([O-])=O.[Cs+].[Cs+].OC1C=CC=C2C=1N=CC=C2, predict the reaction product. (4) Given the reactants [CH3:1][O:2][C:3]1[CH:4]=[C:5]([CH:21]=[CH:22][C:23]=1[O:24][CH3:25])/[CH:6]=[CH:7]/[C:8]1[O:9][C:10]2[C:11](=[C:13]([C:17]([O:19]C)=[O:18])[CH:14]=[CH:15][CH:16]=2)[N:12]=1.[OH-].[Na+], predict the reaction product. The product is: [CH3:1][O:2][C:3]1[CH:4]=[C:5]([CH:21]=[CH:22][C:23]=1[O:24][CH3:25])/[CH:6]=[CH:7]/[C:8]1[O:9][C:10]2[C:11](=[C:13]([C:17]([OH:19])=[O:18])[CH:14]=[CH:15][CH:16]=2)[N:12]=1. (5) Given the reactants [CH3:1][O:2][C:3](=[O:12])[CH2:4][N:5]1[C:9]([CH2:10][OH:11])=[CH:8][N:7]=[CH:6]1, predict the reaction product. The product is: [CH3:1][O:2][C:3](=[O:12])[CH2:4][N:5]1[C:9]([CH:10]=[O:11])=[CH:8][N:7]=[CH:6]1. (6) Given the reactants [CH2:1]([NH:9][CH2:10][CH2:11][NH2:12])[CH2:2][C:3]1[CH:8]=[CH:7][CH:6]=[CH:5][CH:4]=1.[CH3:13][C:14]1([CH3:21])[C@@H:19]([OH:20])[C:17](=[O:18])[O:16][CH2:15]1, predict the reaction product. The product is: [OH:20][C@H:19]([C:14]([CH3:21])([CH3:13])[CH2:15][OH:16])[C:17]([NH:12][CH2:11][CH2:10][NH:9][CH2:1][CH2:2][C:3]1[CH:8]=[CH:7][CH:6]=[CH:5][CH:4]=1)=[O:18]. (7) Given the reactants [CH2:1]([C:3]1[N:7]([C:8]2[N:16]=[C:15]3[C:11]([N:12]=[C:13]([C:18]4([O:22][CH3:23])[CH2:21][NH:20][CH2:19]4)[N:14]3[CH3:17])=[C:10]([N:24]3[CH2:29][CH2:28][O:27][CH2:26][CH2:25]3)[N:9]=2)[C:6]2[CH:30]=[CH:31][CH:32]=[CH:33][C:5]=2[N:4]=1)[CH3:2].[CH3:34][C:35]1([CH3:38])[CH2:37][O:36]1, predict the reaction product. The product is: [CH2:1]([C:3]1[N:7]([C:8]2[N:16]=[C:15]3[C:11]([N:12]=[C:13]([C:18]4([O:22][CH3:23])[CH2:21][N:20]([CH2:34][C:35]([CH3:38])([OH:36])[CH3:37])[CH2:19]4)[N:14]3[CH3:17])=[C:10]([N:24]3[CH2:29][CH2:28][O:27][CH2:26][CH2:25]3)[N:9]=2)[C:6]2[CH:30]=[CH:31][CH:32]=[CH:33][C:5]=2[N:4]=1)[CH3:2]. (8) Given the reactants [N:1]1[C:10]2[C:5](=[CH:6][CH:7]=[CH:8][CH:9]=2)[CH:4]=[CH:3][C:2]=1[N:11]1[CH2:14][CH:13]([OH:15])[CH2:12]1.[H-].[Na+].F[C:19]1[C:24]([N:25]2[CH2:30][CH2:29][O:28][CH2:27][CH2:26]2)=[CH:23][CH:22]=[CH:21][N:20]=1, predict the reaction product. The product is: [N:1]1[C:10]2[C:5](=[CH:6][CH:7]=[CH:8][CH:9]=2)[CH:4]=[CH:3][C:2]=1[N:11]1[CH2:12][CH:13]([O:15][C:19]2[C:24]([N:25]3[CH2:26][CH2:27][O:28][CH2:29][CH2:30]3)=[CH:23][CH:22]=[CH:21][N:20]=2)[CH2:14]1. (9) Given the reactants [Cl:1][C:2]1[CH:7]=[C:6]([N+:8]([O-])=O)[CH:5]=[C:4]([Cl:11])[C:3]=1[C:12]#[C:13][C:14]([CH3:17])([CH3:16])[CH3:15].[Cl-].[NH4+], predict the reaction product. The product is: [Cl:1][C:2]1[CH:7]=[C:6]([CH:5]=[C:4]([Cl:11])[C:3]=1[C:12]#[C:13][C:14]([CH3:16])([CH3:15])[CH3:17])[NH2:8].